From a dataset of Forward reaction prediction with 1.9M reactions from USPTO patents (1976-2016). Predict the product of the given reaction. Given the reactants Br[C:2]1[CH:7]=[C:6]([CH3:8])[CH:5]=[CH:4][N:3]=1.[CH2:9]([Mg]Br)[CH2:10][CH2:11][CH2:12][CH3:13], predict the reaction product. The product is: [CH3:8][C:6]1[CH:5]=[CH:4][N:3]=[C:2]([CH2:9][CH2:10][CH2:11][CH2:12][CH3:13])[CH:7]=1.